This data is from Full USPTO retrosynthesis dataset with 1.9M reactions from patents (1976-2016). The task is: Predict the reactants needed to synthesize the given product. (1) Given the product [F:1][C:2]1[CH:3]=[CH:4][C:5]([N:8]2[C:11](=[O:12])[C@H:10]([S:13][CH2:14][CH:15]([C:17]3[CH:22]=[CH:21][C:20]([F:23])=[CH:19][CH:18]=3)[OH:16])[C@H:9]2[C:24]2[CH:41]=[CH:40][C:27]([O:28][CH2:29][C:30]([NH:32][C@@H:33]([C:37]([NH:50][C@H:49]([C:51]([OH:53])=[O:52])[CH2:48][OH:47])=[O:39])[CH:34]([CH3:35])[CH3:36])=[O:31])=[CH:26][CH:25]=2)=[CH:6][CH:7]=1, predict the reactants needed to synthesize it. The reactants are: [F:1][C:2]1[CH:7]=[CH:6][C:5]([N:8]2[C:11](=[O:12])[C@H:10]([S:13][CH2:14][C:15]([C:17]3[CH:22]=[CH:21][C:20]([F:23])=[CH:19][CH:18]=3)=[O:16])[C@H:9]2[C:24]2[CH:41]=[CH:40][C:27]([O:28][CH2:29][C:30]([NH:32][C@@H:33]([C:37]([OH:39])=O)[CH:34]([CH3:36])[CH3:35])=[O:31])=[CH:26][CH:25]=2)=[CH:4][CH:3]=1.Cl.C([O:47][CH2:48][C@@H:49]([C:51]([O:53]C(C)(C)C)=[O:52])[NH2:50])(C)(C)C.CN1CCOCC1.CN(C(ON1N=NC2C=CC=CC1=2)=[N+](C)C)C.[B-](F)(F)(F)F.C(N(CC)CC)C.[BH4-].[Na+].C([O-])(=O)C.[NH4+]. (2) Given the product [Br:1][C:7]1[CH:6]=[C:5]([C:14]([OH:16])=[O:15])[C:4]([OH:3])=[C:13]2[C:8]=1[CH:9]=[CH:10][CH:11]=[N:12]2, predict the reactants needed to synthesize it. The reactants are: [Br:1]Br.[OH:3][C:4]1[C:5]([C:14]([OH:16])=[O:15])=[CH:6][CH:7]=[C:8]2[C:13]=1[N:12]=[CH:11][CH:10]=[CH:9]2. (3) Given the product [Cl:26][C:27]1[CH:32]=[CH:31][C:30]([O:33][C:2]2[CH:9]=[CH:8][C:7]([CH2:10][CH2:11][C:12]3[NH:13][CH:14]=[C:15]([CH2:19][C:20]4[CH:21]=[N:22][CH:23]=[N:24][CH:25]=4)[C:16](=[O:18])[N:17]=3)=[CH:6][C:3]=2[C:4]#[N:5])=[CH:29][C:28]=1[C:34]([F:35])([F:36])[F:37], predict the reactants needed to synthesize it. The reactants are: F[C:2]1[CH:9]=[CH:8][C:7]([CH2:10][CH2:11][C:12]2[NH:13][CH:14]=[C:15]([CH2:19][C:20]3[CH:21]=[N:22][CH:23]=[N:24][CH:25]=3)[C:16](=[O:18])[N:17]=2)=[CH:6][C:3]=1[C:4]#[N:5].[Cl:26][C:27]1[CH:32]=[CH:31][C:30]([OH:33])=[CH:29][C:28]=1[C:34]([F:37])([F:36])[F:35].C([O-])([O-])=O.[K+].[K+]. (4) The reactants are: [CH2:1]([O:3][C:4]([NH:6][CH:7]([C:10]1([C:34]#[N:35])[CH2:15][CH2:14][N:13]([C:16]2[CH:21]=[CH:20][C:19]([N:22]3[CH2:26][C@H:25]([CH2:27][NH:28][C:29](=O)[CH3:30])[O:24][C:23]3=[O:32])=[CH:18][C:17]=2[F:33])[CH2:12][CH2:11]1)[C:8]#[N:9])=[O:5])[CH3:2].COC1C=CC(P2(SP(C3C=CC(OC)=CC=3)(=S)S2)=[S:45])=CC=1. Given the product [CH2:1]([O:3][C:4]([NH:6][CH:7]([C:10]1([C:34]#[N:35])[CH2:15][CH2:14][N:13]([C:16]2[CH:21]=[CH:20][C:19]([N:22]3[CH2:26][C@H:25]([CH2:27][NH:28][C:29](=[S:45])[CH3:30])[O:24][C:23]3=[O:32])=[CH:18][C:17]=2[F:33])[CH2:12][CH2:11]1)[C:8]#[N:9])=[O:5])[CH3:2], predict the reactants needed to synthesize it. (5) Given the product [CH3:12][N:8]1[C:9]2[C:5](=[CH:4][C:3]([OH:2])=[CH:11][CH:10]=2)[C:6]([C:13]2[N:25]([S:26]([C:29]3[CH:35]=[CH:34][C:32]([CH3:33])=[CH:31][CH:30]=3)(=[O:28])=[O:27])[C:16]3=[N:17][CH:18]=[C:19]4[CH:23]=[N:22][N:21]([CH3:24])[C:20]4=[C:15]3[CH:14]=2)=[CH:7]1, predict the reactants needed to synthesize it. The reactants are: C[O:2][C:3]1[CH:4]=[C:5]2[C:9](=[CH:10][CH:11]=1)[N:8]([CH3:12])[CH:7]=[C:6]2[C:13]1[N:25]([S:26]([C:29]2[CH:35]=[CH:34][C:32]([CH3:33])=[CH:31][CH:30]=2)(=[O:28])=[O:27])[C:16]2=[N:17][CH:18]=[C:19]3[CH:23]=[N:22][N:21]([CH3:24])[C:20]3=[C:15]2[CH:14]=1.B(Br)(Br)Br.CO.C([O-])(O)=O.[Na+]. (6) Given the product [CH:20]1([N:17]2[CH2:16][CH2:15][C:14]3[CH:24]=[CH:25][C:11]([NH:10][C:8]([C:4]4[CH:5]=[N:6][CH:7]=[C:2]([N:26]5[CH:30]=[CH:29][N:28]=[CH:27]5)[CH:3]=4)=[O:9])=[CH:12][C:13]=3[CH2:19][CH2:18]2)[CH2:23][CH2:22][CH2:21]1, predict the reactants needed to synthesize it. The reactants are: Br[C:2]1[CH:3]=[C:4]([C:8]([NH:10][C:11]2[CH:25]=[CH:24][C:14]3[CH2:15][CH2:16][N:17]([CH:20]4[CH2:23][CH2:22][CH2:21]4)[CH2:18][CH2:19][C:13]=3[CH:12]=2)=[O:9])[CH:5]=[N:6][CH:7]=1.[NH:26]1[CH:30]=[CH:29][N:28]=[CH:27]1.C(=O)([O-])[O-].[K+].[K+]. (7) Given the product [C:10](=[O:11])([O:1][C:3]1[CH:8]=[CH:7][CH:6]=[CH:5][CH:4]=1)[O:9][C:3]1[CH:8]=[CH:7][CH:6]=[CH:5][CH:4]=1, predict the reactants needed to synthesize it. The reactants are: [OH-:1].[Na+].[C:3]1([OH:9])[CH:8]=[CH:7][CH:6]=[CH:5][CH:4]=1.[C:10](Cl)(Cl)=[O:11]. (8) The reactants are: C[N+]1(CCCS([O-])(=O)=O)[C@@H]2C[C@@H:8]([O:10][C:11]([CH:13]([C:16]3[CH:17]=CC=CC=3)[CH2:14][OH:15])=[O:12])[CH2:9][C@H]1CC2.[CH2:29]([Li])CCC.Cl[Si:35]([CH3:38])([CH3:37])[CH3:36].[Cl-].[NH4+]. Given the product [CH3:36][Si:35]([CH3:38])([CH3:37])[C:14]1[O:15][CH:17]=[CH:16][C:13]=1[C:11]1([CH3:29])[O:10][CH2:8][CH2:9][O:12]1, predict the reactants needed to synthesize it. (9) Given the product [CH2:1]([O:8][C:9]1[CH:10]=[CH:11][C:12]([C:13]([NH:18][C:19]2[CH:20]=[C:21]([CH2:26][OH:27])[CH:22]=[CH:23][C:24]=2[CH3:25])=[O:15])=[CH:16][CH:17]=1)[C:2]1[CH:3]=[CH:4][CH:5]=[CH:6][CH:7]=1, predict the reactants needed to synthesize it. The reactants are: [CH2:1]([O:8][C:9]1[CH:17]=[CH:16][C:12]([C:13]([OH:15])=O)=[CH:11][CH:10]=1)[C:2]1[CH:7]=[CH:6][CH:5]=[CH:4][CH:3]=1.[NH2:18][C:19]1[CH:20]=[C:21]([CH2:26][OH:27])[CH:22]=[CH:23][C:24]=1[CH3:25].CN(C(ON1N=NC2C=CC=NC1=2)=[N+](C)C)C.F[P-](F)(F)(F)(F)F.CCN(C(C)C)C(C)C.